From a dataset of Full USPTO retrosynthesis dataset with 1.9M reactions from patents (1976-2016). Predict the reactants needed to synthesize the given product. (1) Given the product [Cl:28][C:4]1[CH:9]=[CH:8][C:7]([NH:10][C:11]([C:13]2[C:14]([NH:19][CH2:20][CH2:21][C:22]3[CH:27]=[CH:26][CH:25]=[CH:24][CH:23]=3)=[N:15][CH:16]=[CH:17][CH:18]=2)=[O:12])=[CH:6][CH:5]=1, predict the reactants needed to synthesize it. The reactants are: C(O[C:4]1[CH:9]=[CH:8][C:7]([NH:10][C:11]([C:13]2[C:14]([NH:19][CH2:20][CH2:21][C:22]3[CH:27]=[CH:26][CH:25]=[CH:24][CH:23]=3)=[N:15][CH:16]=[CH:17][CH:18]=2)=[O:12])=[CH:6][CH:5]=1)C.[Cl:28]C1C(C(NC2C=CC(OCC)=CC=2)=O)=CC=CN=1.ClC1C(C(NC2C=CC(Cl)=CC=2)=O)=CC=CN=1. (2) Given the product [CH:31]([NH:34][C:25](=[O:26])[C:24]1[CH:28]=[CH:29][CH:30]=[C:22]([CH2:21][CH:18]2[CH2:19][CH2:20][N:15]([CH2:14][CH2:13][O:12][C:8]3[CH:7]=[CH:6][CH:5]=[C:4]4[C:9]=3[CH:10]=[CH:11][C:2]([CH3:1])=[N:3]4)[CH2:16][CH2:17]2)[CH:23]=1)([CH3:33])[CH3:32], predict the reactants needed to synthesize it. The reactants are: [CH3:1][C:2]1[CH:11]=[CH:10][C:9]2[C:4](=[CH:5][CH:6]=[CH:7][C:8]=2[O:12][CH2:13][CH2:14][N:15]2[CH2:20][CH2:19][CH:18]([CH2:21][C:22]3[CH:23]=[C:24]([CH:28]=[CH:29][CH:30]=3)[C:25](O)=[O:26])[CH2:17][CH2:16]2)[N:3]=1.[CH:31]([NH2:34])([CH3:33])[CH3:32]. (3) Given the product [CH3:15][O:12][C:11]([C:9]1[O:10][C:6]2[CH:5]=[CH:4][C:3]([O:2][CH3:1])=[CH:14][C:7]=2[CH:8]=1)=[O:13], predict the reactants needed to synthesize it. The reactants are: [CH3:1][O:2][C:3]1[CH:4]=[CH:5][C:6]2[O:10][C:9]([C:11]([OH:13])=[O:12])=[CH:8][C:7]=2[CH:14]=1.[CH3:15]O.S(Cl)(Cl)=O. (4) The reactants are: [C:1]([O:5][C:6]([N:8]1[CH2:13][CH:12]=[C:11]([C:14]2[C:22]3[S:21][C:20]([NH2:23])=[N:19][C:18]=3[C:17]([O:24][CH3:25])=[CH:16][CH:15]=2)[CH2:10][CH2:9]1)=[O:7])([CH3:4])([CH3:3])[CH3:2].C(N(C(C)C)C(C)C)C.[F:35][C:36]1[CH:44]=[CH:43][C:39]([C:40](Cl)=[O:41])=[CH:38][CH:37]=1.CO. Given the product [C:1]([O:5][C:6]([N:8]1[CH2:9][CH:10]=[C:11]([C:14]2[C:22]3[S:21][C:20]([NH:23][C:40](=[O:41])[C:39]4[CH:43]=[CH:44][C:36]([F:35])=[CH:37][CH:38]=4)=[N:19][C:18]=3[C:17]([O:24][CH3:25])=[CH:16][CH:15]=2)[CH2:12][CH2:13]1)=[O:7])([CH3:4])([CH3:3])[CH3:2], predict the reactants needed to synthesize it. (5) The reactants are: [C-:1]#[N:2].[K+].CS(O[CH2:9][C:10](=[O:30])[CH2:11][O:12][Si:13]([C:26]([CH3:29])([CH3:28])[CH3:27])([C:20]1[CH:25]=[CH:24][CH:23]=[CH:22][CH:21]=1)[C:14]1[CH:19]=[CH:18][CH:17]=[CH:16][CH:15]=1)(=O)=O.O. Given the product [Si:13]([O:12][CH2:11][C:10](=[O:30])[CH2:9][C:1]#[N:2])([C:26]([CH3:29])([CH3:27])[CH3:28])([C:14]1[CH:15]=[CH:16][CH:17]=[CH:18][CH:19]=1)[C:20]1[CH:21]=[CH:22][CH:23]=[CH:24][CH:25]=1, predict the reactants needed to synthesize it.